This data is from Full USPTO retrosynthesis dataset with 1.9M reactions from patents (1976-2016). The task is: Predict the reactants needed to synthesize the given product. (1) Given the product [Br:1][C:2]1[CH:27]=[CH:26][C:5]([CH2:6][C@@:7]2([CH3:25])[N:11]3[C:12]([C:33]([OH:35])=[O:34])=[CH:13][N:14]=[C:10]3[N:9]([C:16]3[CH:21]=[C:20]([Cl:22])[CH:19]=[C:18]([Cl:23])[CH:17]=3)[C:8]2=[O:24])=[CH:4][CH:3]=1, predict the reactants needed to synthesize it. The reactants are: [Br:1][C:2]1[CH:27]=[CH:26][C:5]([CH2:6][C@@:7]2([CH3:25])[N:11]3[C:12](I)=[CH:13][N:14]=[C:10]3[N:9]([C:16]3[CH:21]=[C:20]([Cl:22])[CH:19]=[C:18]([Cl:23])[CH:17]=3)[C:8]2=[O:24])=[CH:4][CH:3]=1.C([Mg]Br)(C)C.[C:33](=[O:35])=[O:34]. (2) Given the product [NH2:18][C:15]1([CH2:14][O:13][C:12]2[CH:11]=[C:10]3[C:5]([C:6]([O:31][C:32]4[CH:33]=[C:34]5[C:39](=[CH:40][CH:41]=4)[C:38]([C:42]([NH:43][CH3:44])=[O:45])=[CH:37][CH:36]=[CH:35]5)=[CH:7][CH:8]=[N:9]3)=[CH:4][C:3]=2[O:2][CH3:1])[CH2:16][CH2:17]1, predict the reactants needed to synthesize it. The reactants are: [CH3:1][O:2][C:3]1[CH:4]=[C:5]2[C:10](=[CH:11][C:12]=1[O:13][CH2:14][C:15]1([NH:18]C(=O)OCC3C=CC(OC)=CC=3)[CH2:17][CH2:16]1)[N:9]=[CH:8][CH:7]=[C:6]2[O:31][C:32]1[CH:41]=[CH:40][C:39]2[C:34](=[CH:35][CH:36]=[CH:37][C:38]=2[C:42](=[O:45])[NH:43][CH3:44])[CH:33]=1.C(O)(C(F)(F)F)=O.O. (3) Given the product [CH3:31][C:32]([CH3:63])([CH2:37][CH2:38][C:39]1[S:40][C:41]([C:44]2[CH:49]=[CH:48][C:47]([NH:50][C:51]([NH:53][C:54]3[CH:59]=[C:58]([F:60])[C:57]([F:61])=[C:56]([F:62])[CH:55]=3)=[O:52])=[CH:46][CH:45]=2)=[CH:42][N:43]=1)[C:33]([OH:35])=[O:34], predict the reactants needed to synthesize it. The reactants are: FC(F)(F)C1C=C(NC(=O)NC2C=CC(C3SC(CCC(O)=O)=NC=3)=CC=2)C=CC=1.[CH3:31][C:32]([CH3:63])([CH2:37][CH2:38][C:39]1[S:40][C:41]([C:44]2[CH:49]=[CH:48][C:47]([NH:50][C:51]([NH:53][C:54]3[CH:59]=[C:58]([F:60])[C:57]([F:61])=[C:56]([F:62])[CH:55]=3)=[O:52])=[CH:46][CH:45]=2)=[CH:42][N:43]=1)[C:33]([O:35]C)=[O:34]. (4) Given the product [CH2:12]([O:14][C:15](=[O:21])[C:16](=[O:17])[CH2:10][C:9](=[O:11])[CH2:8][CH2:1][C:2]1[CH:7]=[CH:6][CH:5]=[CH:4][CH:3]=1)[CH3:13], predict the reactants needed to synthesize it. The reactants are: [CH2:1]([CH2:8][C:9](=[O:11])[CH3:10])[C:2]1[CH:7]=[CH:6][CH:5]=[CH:4][CH:3]=1.[CH2:12]([O:14][C:15](=[O:21])[C:16](OCC)=[O:17])[CH3:13].CC[O-].[Na+]. (5) Given the product [CH3:19][O:18][C:3]([CH:4]([CH2:5][CH2:6][CH2:7][CH2:8][CH2:9][CH2:10][CH2:11][CH2:12][CH2:13][CH2:14][CH2:15][CH3:16])[C:20](=[O:25])[C:21]([O:23][CH3:24])=[O:22])=[O:17], predict the reactants needed to synthesize it. The reactants are: [H-].[Na+].[C:3]([O:18][CH3:19])(=[O:17])[CH2:4][CH2:5][CH2:6][CH2:7][CH2:8][CH2:9][CH2:10][CH2:11][CH2:12][CH2:13][CH2:14][CH2:15][CH3:16].[C:20](OC)(=[O:25])[C:21]([O:23][CH3:24])=[O:22].Cl. (6) Given the product [CH3:40][C:7]1[NH:8][C:9]2[C:14]([CH:6]=1)=[CH:13][CH:12]=[CH:11][CH:10]=2, predict the reactants needed to synthesize it. The reactants are: C1([C:6]2[C:14]3[C:9](=[CH:10][C:11](C(NC4(C(NC5C=CC(/C=C/C(O)=O)=C(OCC)C=5)=O)CCC4)=O)=[CH:12][CH:13]=3)[N:8](C)[C:7]=2[C:40]2C=CC=CN=2)CCCC1.[Li]CCCC.CI. (7) Given the product [CH2:1]([N:3]([CH3:26])[C:4]([C:6]1[CH:10]=[C:9]([C:11]2[N:12]=[CH:13][C:14]([CH2:17][NH:18][C:28](=[O:29])[O:30][CH3:31])=[CH:15][CH:16]=2)[N:8]([C:19]2[CH:20]=[N:21][C:22]([CH3:25])=[CH:23][CH:24]=2)[N:7]=1)=[O:5])[CH3:2], predict the reactants needed to synthesize it. The reactants are: [CH2:1]([N:3]([CH3:26])[C:4]([C:6]1[CH:10]=[C:9]([C:11]2[CH:16]=[CH:15][C:14]([CH2:17][NH2:18])=[CH:13][N:12]=2)[N:8]([C:19]2[CH:20]=[N:21][C:22]([CH3:25])=[CH:23][CH:24]=2)[N:7]=1)=[O:5])[CH3:2].Cl[C:28]([O:30][CH3:31])=[O:29]. (8) Given the product [NH2:21][CH2:20][C@@H:4]1[O:3][C:2](=[O:1])[N:6]([C:7]2[CH:12]=[CH:11][C:10]([N:13]3[CH2:18][CH2:17][O:16][CH2:15][C:14]3=[O:19])=[CH:9][CH:8]=2)[CH2:5]1, predict the reactants needed to synthesize it. The reactants are: [O:1]=[C:2]1[N:6]([C:7]2[CH:12]=[CH:11][C:10]([N:13]3[CH2:18][CH2:17][O:16][CH2:15][C:14]3=[O:19])=[CH:9][CH:8]=2)[CH2:5][C@H:4]([CH2:20][N:21]2C(=O)C3C(=CC=CC=3)C2=O)[O:3]1.C(Cl)(Cl)=O. (9) Given the product [CH3:17][O:16][C:14](=[O:15])[C:13]([NH:19][C:3]1[CH:4]=[C:5]([CH:10]=[CH:11][CH:2]=1)[C:6]([O:8][CH3:9])=[O:7])=[O:18], predict the reactants needed to synthesize it. The reactants are: N[C:2]1[CH:11]=[CH:10][C:5]([C:6]([O:8][CH3:9])=[O:7])=[CH:4][CH:3]=1.Cl[C:13](=[O:18])[C:14]([O:16][CH3:17])=[O:15].[N:19]1C=CC=CC=1. (10) Given the product [CH3:35][O:36][C:30]([C:27]1([NH:33][CH3:34])[CH2:28][CH2:29][N:24]([C:13]2[N:12]=[CH:11][N:10]=[C:9]3[C:14]=2[N:15]=[C:16]([C:17]2[CH:22]=[CH:21][CH:20]=[CH:19][C:18]=2[Cl:23])[N:8]3[C:5]2[CH:4]=[CH:3][C:2]([Cl:1])=[CH:7][CH:6]=2)[CH2:25][CH2:26]1)=[O:31], predict the reactants needed to synthesize it. The reactants are: [Cl:1][C:2]1[CH:7]=[CH:6][C:5]([N:8]2[C:16]([C:17]3[CH:22]=[CH:21][CH:20]=[CH:19][C:18]=3[Cl:23])=[N:15][C:14]3[C:9]2=[N:10][CH:11]=[N:12][C:13]=3[N:24]2[CH2:29][CH2:28][C:27]([NH:33][CH3:34])([C:30](N)=[O:31])[CH2:26][CH2:25]2)=[CH:4][CH:3]=1.[CH3:35][OH:36].